From a dataset of Reaction yield outcomes from USPTO patents with 853,638 reactions. Predict the reaction yield, written as a fraction of the theoretical maximum amount of product (1.0 means a 100% yield; for example, 0.34 means a 34% yield). The reactants are [NH2:1][C@@H:2]([CH2:34][C:35]1[CH:40]=[CH:39][CH:38]=[CH:37][CH:36]=1)[CH2:3][C@H:4]([OH:33])[C@@H:5]([NH:20][C:21]([C@@H:23]([NH:28][C:29](=[O:32])[O:30][CH3:31])[C:24]([CH3:27])([CH3:26])[CH3:25])=[O:22])[CH2:6][C:7]1[CH:12]=[CH:11][C:10]([C:13]2[CH:18]=[CH:17][C:16]([CH3:19])=[CH:15][N:14]=2)=[CH:9][CH:8]=1.[CH3:41][O:42][C:43]([NH:45][C@@H:46]([C:50]([CH3:53])([CH3:52])[CH3:51])[C:47](O)=[O:48])=[O:44].CCOP(ON1N=NC2C=CC=CC=2C1=O)(OCC)=O.C(N(CC)C(C)C)(C)C. The catalyst is C1COCC1. The product is [CH3:31][O:30][C:29](=[O:32])[NH:28][C@@H:23]([C:24]([CH3:26])([CH3:25])[CH3:27])[C:21](=[O:22])[NH:20][C@@H:5]([CH2:6][C:7]1[CH:12]=[CH:11][C:10]([C:13]2[CH:18]=[CH:17][C:16]([CH3:19])=[CH:15][N:14]=2)=[CH:9][CH:8]=1)[C@@H:4]([OH:33])[CH2:3][C@H:2]([CH2:34][C:35]1[CH:36]=[CH:37][CH:38]=[CH:39][CH:40]=1)[NH:1][C:47](=[O:48])[C@H:46]([C:50]([CH3:52])([CH3:51])[CH3:53])[NH:45][C:43](=[O:44])[O:42][CH3:41]. The yield is 0.610.